From a dataset of Full USPTO retrosynthesis dataset with 1.9M reactions from patents (1976-2016). Predict the reactants needed to synthesize the given product. (1) Given the product [C:46]([O:51][CH2:52][O:34][C:33]1[C:28]([C:27](=[O:37])[NH:26][C@H:12]2[CH2:11][CH2:10][O:9][C@H:8]([CH2:1][C:2]3[CH:3]=[CH:4][CH:5]=[CH:6][CH:7]=3)[C@@H:16]([CH2:17][C:18]3[CH:19]=[CH:20][CH:21]=[CH:22][CH:23]=3)[C@H:15]([CH3:24])[O:14][C:13]2=[O:25])=[N:29][CH:30]=[CH:31][C:32]=1[O:35][CH3:36])(=[O:50])[CH:47]([CH3:49])[CH3:48], predict the reactants needed to synthesize it. The reactants are: [CH2:1]([C@@H:8]1[C@@H:16]([CH2:17][C:18]2[CH:23]=[CH:22][CH:21]=[CH:20][CH:19]=2)[C@H:15]([CH3:24])[O:14][C:13](=[O:25])[C@@H:12]([NH:26][C:27](=[O:37])[C:28]2[C:33]([OH:34])=[C:32]([O:35][CH3:36])[CH:31]=[CH:30][N:29]=2)[CH2:11][CH2:10][O:9]1)[C:2]1[CH:7]=[CH:6][CH:5]=[CH:4][CH:3]=1.C(=O)([O-])[O-].[Na+].[Na+].[I-].[Na+].[C:46]([O:51][CH2:52]Cl)(=[O:50])[CH:47]([CH3:49])[CH3:48]. (2) The reactants are: [H-].[Na+].[C:3]([O:9][CH2:10][CH3:11])(=[O:8])[CH2:4][C:5]([CH3:7])=[O:6].C([Li])CCC.[CH:17]1([C:20]2[C:29]([CH:30]=[CH:31][C:32](N(OC)C)=[O:33])=[C:28]([C:38]3[CH:43]=[CH:42][C:41]([F:44])=[CH:40][CH:39]=3)[C:27]3[C:22](=[CH:23][CH:24]=[CH:25][CH:26]=3)[N:21]=2)[CH2:19][CH2:18]1.C(O)(=O)C.[Na+].[Cl-]. Given the product [CH2:10]([O:9][C:3](=[O:8])[CH2:4][C:5](=[O:6])[CH2:7][C:32](=[O:33])/[CH:31]=[CH:30]/[C:29]1[C:20]([CH:17]2[CH2:18][CH2:19]2)=[N:21][C:22]2[C:27]([C:28]=1[C:38]1[CH:39]=[CH:40][C:41]([F:44])=[CH:42][CH:43]=1)=[CH:26][CH:25]=[CH:24][CH:23]=2)[CH3:11], predict the reactants needed to synthesize it. (3) Given the product [CH2:1]([C@H:8]1[CH2:9][N:10]([C:14]2[CH:19]=[CH:18][C:17]([O:20][CH:21]([F:22])[F:23])=[C:16]([O:24][CH:25]3[CH2:28][CH2:27][CH2:26]3)[CH:15]=2)[CH2:11][CH2:12][N:13]1[C:32](=[O:31])[CH2:33][C:34]1[NH:38][CH:37]=[N:36][N:35]=1)[C:2]1[CH:3]=[CH:4][CH:5]=[CH:6][CH:7]=1, predict the reactants needed to synthesize it. The reactants are: [CH2:1]([C@@H:8]1[NH:13][CH2:12][CH2:11][N:10]([C:14]2[CH:19]=[CH:18][C:17]([O:20][CH:21]([F:23])[F:22])=[C:16]([O:24][CH:25]3[CH2:28][CH2:27][CH2:26]3)[CH:15]=2)[CH2:9]1)[C:2]1[CH:7]=[CH:6][CH:5]=[CH:4][CH:3]=1.C([O:31][C:32](=O)[CH2:33][C:34]1[NH:38][CH:37]=[N:36][N:35]=1)C. (4) Given the product [CH3:1][C@H:2]([NH:11][C:12](=[O:18])[O:13][C:14]([CH3:17])([CH3:16])[CH3:15])[CH2:3][O:4][CH:5]1[CH2:10][CH2:9][NH:8][CH2:7][CH2:6]1, predict the reactants needed to synthesize it. The reactants are: [CH3:1][C@H:2]([NH:11][C:12](=[O:18])[O:13][C:14]([CH3:17])([CH3:16])[CH3:15])[CH2:3][O:4][C:5]1[CH:10]=[CH:9][N:8]=[CH:7][CH:6]=1.C(O)C.